The task is: Predict which catalyst facilitates the given reaction.. This data is from Catalyst prediction with 721,799 reactions and 888 catalyst types from USPTO. (1) Reactant: [CH2:1]([O:3][C:4]1[N:9]=[CH:8][C:7]([S:10]([N:13]2[CH2:18][CH2:17][N:16]([CH2:19][CH3:20])[CH2:15][CH2:14]2)(=[O:12])=[O:11])=[CH:6][C:5]=1[CH:21]=O)[CH3:2].[NH2:23][C:24]1[C:25]([C:38]([NH2:40])=[O:39])=[N:26][N:27]([CH2:31][C:32]2[CH:37]=[CH:36][CH:35]=[CH:34][N:33]=2)[C:28]=1[CH2:29][CH3:30]. Product: [CH2:1]([O:3][C:4]1[N:9]=[CH:8][C:7]([S:10]([N:13]2[CH2:18][CH2:17][N:16]([CH2:19][CH3:20])[CH2:15][CH2:14]2)(=[O:11])=[O:12])=[CH:6][C:5]=1[CH:21]1[NH:23][C:24]2=[C:28]([CH2:29][CH3:30])[N:27]([CH2:31][C:32]3[CH:37]=[CH:36][CH:35]=[CH:34][N:33]=3)[N:26]=[C:25]2[C:38](=[O:39])[NH:40]1)[CH3:2]. The catalyst class is: 11. (2) Reactant: [CH2:1](Br)[C:2]1[CH:7]=[CH:6][CH:5]=[CH:4][CH:3]=1.[C:9]1([N:15]2[C:23](=[O:24])[C:22]3[C@@H:21]4[C:25]([CH3:27])([CH3:26])[C@@:18]([CH3:28])([CH2:19][CH2:20]4)[C:17]=3[NH:16]2)[CH:14]=[CH:13][CH:12]=[CH:11][CH:10]=1. Product: [CH2:1]([N:16]1[C:17]2[C@@:18]3([CH3:28])[C:25]([CH3:27])([CH3:26])[C@H:21]([CH2:20][CH2:19]3)[C:22]=2[C:23](=[O:24])[N:15]1[C:9]1[CH:10]=[CH:11][CH:12]=[CH:13][CH:14]=1)[C:2]1[CH:7]=[CH:6][CH:5]=[CH:4][CH:3]=1. The catalyst class is: 711.